The task is: Regression. Given a peptide amino acid sequence and an MHC pseudo amino acid sequence, predict their binding affinity value. This is MHC class I binding data.. This data is from Peptide-MHC class I binding affinity with 185,985 pairs from IEDB/IMGT. (1) The peptide sequence is FLTLLGIGCV. The MHC is HLA-A02:01 with pseudo-sequence HLA-A02:01. The binding affinity (normalized) is 1.00. (2) The peptide sequence is RYRMRHLSK. The MHC is HLA-A26:01 with pseudo-sequence HLA-A26:01. The binding affinity (normalized) is 0.0847. (3) The peptide sequence is VVSTGYHFR. The MHC is HLA-A68:01 with pseudo-sequence HLA-A68:01. The binding affinity (normalized) is 0.816. (4) The peptide sequence is GYKETPFLTI. The MHC is HLA-A23:01 with pseudo-sequence HLA-A23:01. The binding affinity (normalized) is 0.544. (5) The peptide sequence is AHYEEDVNL. The MHC is HLA-A02:11 with pseudo-sequence HLA-A02:11. The binding affinity (normalized) is 0.0847. (6) The peptide sequence is MIAGVFFTF. The MHC is HLA-B35:01 with pseudo-sequence HLA-B35:01. The binding affinity (normalized) is 0.863. (7) The peptide sequence is LFLLFLEITY. The MHC is HLA-A03:01 with pseudo-sequence HLA-A03:01. The binding affinity (normalized) is 0.299.